Dataset: Full USPTO retrosynthesis dataset with 1.9M reactions from patents (1976-2016). Task: Predict the reactants needed to synthesize the given product. (1) Given the product [CH2:18]([O:10][C:8]1[CH:7]=[CH:6][CH:5]=[C:4]2[C:9]=1[NH:1][CH:2]=[CH:3]2)[CH3:19], predict the reactants needed to synthesize it. The reactants are: [NH:1]1[C:9]2[C:4](=[CH:5][CH:6]=[CH:7][C:8]=2[OH:10])[CH:3]=[CH:2]1.C(=O)([O-])[O-].[K+].[K+].I[CH2:18][CH3:19]. (2) The reactants are: [O:1]=[C:2]1[N:6]([C:7]2[CH:12]=[CH:11][CH:10]=[CH:9][CH:8]=2)[CH2:5][C:4]2([CH2:17][CH2:16][CH:15]([C:18](OCC)=[O:19])[CH2:14][CH2:13]2)[O:3]1.[H-].[H-].[H-].[H-].[Li+].[Al+3]. Given the product [OH:19][CH2:18][CH:15]1[CH2:16][CH2:17][C:4]2([O:3][C:2](=[O:1])[N:6]([C:7]3[CH:12]=[CH:11][CH:10]=[CH:9][CH:8]=3)[CH2:5]2)[CH2:13][CH2:14]1, predict the reactants needed to synthesize it. (3) The reactants are: [Cl:1][C:2]1[CH:34]=[CH:33][C:5]([CH2:6][N:7]2[C:15]3[C:10](=[CH:11][C:12]([CH:16]=[C:17]4[S:21][C:20](=[O:22])[N:19]([CH2:23][C@@H:24]([OH:31])[CH2:25][N:26]5[CH2:30]CC[CH2:27]5)[C:18]4=[O:32])=[CH:13][CH:14]=3)[CH:9]=[N:8]2)=[C:4]([C:35]([F:38])([F:37])[F:36])[CH:3]=1.CNC. Given the product [Cl:1][C:2]1[CH:34]=[CH:33][C:5]([CH2:6][N:7]2[C:15]3[C:10](=[CH:11][C:12]([CH:16]=[C:17]4[S:21][C:20](=[O:22])[N:19]([CH2:23][C@@H:24]([OH:31])[CH2:25][N:26]([CH3:30])[CH3:27])[C:18]4=[O:32])=[CH:13][CH:14]=3)[CH:9]=[N:8]2)=[C:4]([C:35]([F:37])([F:36])[F:38])[CH:3]=1, predict the reactants needed to synthesize it. (4) Given the product [CH2:16]([O:15][C:13](=[O:14])[CH2:12][C:2]1[CH:7]=[CH:6][N:5]2[CH:8]=[CH:9][N:10]=[C:4]2[CH:3]=1)[CH3:17], predict the reactants needed to synthesize it. The reactants are: Br[C:2]1[CH:7]=[CH:6][N:5]2[CH:8]=[CH:9][N:10]=[C:4]2[CH:3]=1.C(OCC)(=O)[CH2:12][C:13]([O:15][CH2:16][CH3:17])=[O:14].C(=O)([O-])[O-].[Cs+].[Cs+].N1C=CC=CC=1C(O)=O. (5) Given the product [OH:35][CH:32]([CH2:33][OH:34])[CH2:31][NH:30][C:28]1[NH:27][C:26]2[CH:36]=[CH:37][C:23]([NH:22][C:14](=[O:16])[C:13]3[CH:12]=[CH:11][C:10]([NH:9][C:7](=[O:8])[C:6]4[CH:5]=[CH:4][C:3]([N:2]([CH3:1])[CH3:21])=[CH:20][CH:19]=4)=[CH:18][CH:17]=3)=[CH:24][C:25]=2[N:29]=1, predict the reactants needed to synthesize it. The reactants are: [CH3:1][N:2]([CH3:21])[C:3]1[CH:20]=[CH:19][C:6]([C:7]([NH:9][C:10]2[CH:18]=[CH:17][C:13]([C:14]([O-:16])=O)=[CH:12][CH:11]=2)=[O:8])=[CH:5][CH:4]=1.[NH2:22][C:23]1[CH:37]=[CH:36][C:26]2[N:27]=[C:28]([NH:30][CH2:31][CH:32]([OH:35])[CH2:33][OH:34])[NH:29][C:25]=2[CH:24]=1. (6) Given the product [CH3:27][C:24]1[N:23]=[CH:22][C:21]([NH:20][C:2]2[N:7]=[CH:6][C:5]([C:8]3[N:12]([CH2:13][CH2:14][CH3:15])[C:11]4[CH:16]=[CH:17][CH:18]=[CH:19][C:10]=4[N:9]=3)=[CH:4][N:3]=2)=[CH:26][CH:25]=1, predict the reactants needed to synthesize it. The reactants are: Cl[C:2]1[N:7]=[CH:6][C:5]([C:8]2[N:12]([CH2:13][CH2:14][CH3:15])[C:11]3[CH:16]=[CH:17][CH:18]=[CH:19][C:10]=3[N:9]=2)=[CH:4][N:3]=1.[NH2:20][C:21]1[CH:22]=[N:23][C:24]([CH3:27])=[CH:25][CH:26]=1.C1C=CC(P(C2C(C3C(P(C4C=CC=CC=4)C4C=CC=CC=4)=CC=C4C=3C=CC=C4)=C3C(C=CC=C3)=CC=2)C2C=CC=CC=2)=CC=1.C([O-])([O-])=O.[K+].[K+]. (7) Given the product [F:14][C:11]1[CH:12]=[C:13]2[C:5]([C:3]3[N:15]=[C:16]([NH2:18])[S:17][CH:2]=3)=[CH:6][NH:7][C:8]2=[N:9][CH:10]=1, predict the reactants needed to synthesize it. The reactants are: Br[CH2:2][C:3]([C:5]1[C:13]2[C:8](=[N:9][CH:10]=[C:11]([F:14])[CH:12]=2)[NH:7][CH:6]=1)=O.[NH2:15][C:16]([NH2:18])=[S:17].O.[NH4+].[OH-]. (8) Given the product [CH3:33][O:34][C:1](=[O:5])[C:2]([C:22]1[C:21]2[C:16](=[CH:17][CH:18]=[CH:19][CH:20]=2)[NH:15][C:14]=1[C:11]1[CH:12]=[CH:13][C:8]([Cl:7])=[C:9]([S:23](=[O:25])(=[O:24])[NH:26][CH:27]2[CH2:32][CH2:31][CH2:30][CH2:29][CH2:28]2)[CH:10]=1)=[O:3], predict the reactants needed to synthesize it. The reactants are: [C:1](Cl)(=[O:5])[C:2](Cl)=[O:3].[Cl:7][C:8]1[CH:13]=[CH:12][C:11]([C:14]2[NH:15][C:16]3[C:21]([CH:22]=2)=[CH:20][CH:19]=[CH:18][CH:17]=3)=[CH:10][C:9]=1[S:23]([NH:26][CH:27]1[CH2:32][CH2:31][CH2:30][CH2:29][CH2:28]1)(=[O:25])=[O:24].[CH3:33][OH:34]. (9) Given the product [C:1]([S:5]([N:7]1[CH:8]([C:27]2[CH:32]=[CH:31][CH:30]=[CH:29][CH:28]=2)[CH2:9][C:10]2([CH2:11][CH2:12][N:13]([C:16]([O:18][C:19]([CH3:21])([CH3:20])[CH3:22])=[O:17])[CH2:14][CH2:15]2)[C:23]1=[O:24])=[O:6])([CH3:2])([CH3:4])[CH3:3], predict the reactants needed to synthesize it. The reactants are: [C:1]([S:5](/[N:7]=[CH:8]/[CH2:9][C:10]1([C:23](OC)=[O:24])[CH2:15][CH2:14][N:13]([C:16]([O:18][C:19]([CH3:22])([CH3:21])[CH3:20])=[O:17])[CH2:12][CH2:11]1)=[O:6])([CH3:4])([CH3:3])[CH3:2].[C:27]1([Li])[CH:32]=[CH:31][CH:30]=[CH:29][CH:28]=1.